Dataset: Full USPTO retrosynthesis dataset with 1.9M reactions from patents (1976-2016). Task: Predict the reactants needed to synthesize the given product. Given the product [CH2:2]([C:8]1[CH:9]=[C:10]([CH:13]=[C:14]([F:16])[CH:15]=1)[CH:11]=[O:12])[CH2:3][CH2:4][CH3:5], predict the reactants needed to synthesize it. The reactants are: [Br-].[CH2:2]([Zn+])[CH2:3][CH2:4][CH3:5].Br[C:8]1[CH:9]=[C:10]([CH:13]=[C:14]([F:16])[CH:15]=1)[CH:11]=[O:12].